Dataset: Reaction yield outcomes from USPTO patents with 853,638 reactions. Task: Predict the reaction yield, written as a fraction of the theoretical maximum amount of product (1.0 means a 100% yield; for example, 0.34 means a 34% yield). The reactants are C([O:3][C:4](=[O:33])[CH2:5][CH2:6][C:7]1[CH:12]=[CH:11][CH:10]=[C:9]([N:13]2[C:17]([NH:18][C:19]([NH:21][C:22]3[CH:27]=[CH:26][C:25]([F:28])=[CH:24][CH:23]=3)=[O:20])=[CH:16][C:15]([C:29]([CH3:32])([CH3:31])[CH3:30])=[N:14]2)[CH:8]=1)C.[Li+].[OH-]. The catalyst is CO. The product is [C:29]([C:15]1[CH:16]=[C:17]([NH:18][C:19]([NH:21][C:22]2[CH:23]=[CH:24][C:25]([F:28])=[CH:26][CH:27]=2)=[O:20])[N:13]([C:9]2[CH:8]=[C:7]([CH2:6][CH2:5][C:4]([OH:33])=[O:3])[CH:12]=[CH:11][CH:10]=2)[N:14]=1)([CH3:32])([CH3:30])[CH3:31]. The yield is 0.900.